From a dataset of Cav3 T-type calcium channel HTS with 100,875 compounds. Binary Classification. Given a drug SMILES string, predict its activity (active/inactive) in a high-throughput screening assay against a specified biological target. (1) The drug is S(=O)(=O)(N1CCC(CC1)C(=O)NCc1ccc(F)cc1)N(CC(C)C)CC(C)C. The result is 0 (inactive). (2) The compound is O1CCN(CCCN(Cc2cccnc2)C(=O)Nc2c(OC)cc(OC)cc2)CC1. The result is 0 (inactive). (3) The molecule is n1(nc(n2cnnc2)nc1N)c1ccccc1. The result is 0 (inactive). (4) The compound is O(S(=O)Nc1c2nccnc2ccc1)c1ccc(cc1)C. The result is 0 (inactive). (5) The drug is S(Cc1noc(c1C(=O)NCCOC)C(=O)NCCOC)c1cc(cc(c1)C)C. The result is 0 (inactive). (6) The compound is o1c(CN(Cc2cc3c([nH]c2=O)ccc(c3)C)C(=O)c2cc(OC)c(OC)cc2)ccc1. The result is 0 (inactive). (7) The molecule is Clc1c(NCC(OC(=O)c2c(Cl)cc(Cl)cc2)CC#N)ncc(c1)C(F)(F)F. The result is 0 (inactive). (8) The drug is O(C(=O)C(CC)\C(=N\NC(=O)c1c([N+]([O-])=O)cccc1)C)CC. The result is 0 (inactive).